This data is from Hepatocyte clearance measurements from AstraZeneca. The task is: Regression/Classification. Given a drug SMILES string, predict its absorption, distribution, metabolism, or excretion properties. Task type varies by dataset: regression for continuous measurements (e.g., permeability, clearance, half-life) or binary classification for categorical outcomes (e.g., BBB penetration, CYP inhibition). For this dataset (clearance_hepatocyte_az), we predict log10(clearance) (log10 of the in vitro intrinsic clearance, CLint, in uL/min per 10^6 hepatocytes; values are censored to the assay range of 3 to 150, which is 0.477 to 2.18 on this log10 scale). The drug is CN(C)CCCOc1nn(Cc2ccccc2)c2ccccc12. The log10(clearance) is 0.890.